From a dataset of Reaction yield outcomes from USPTO patents with 853,638 reactions. Predict the reaction yield, written as a fraction of the theoretical maximum amount of product (1.0 means a 100% yield; for example, 0.34 means a 34% yield). The reactants are C(OC(=O)[NH:7][CH2:8][CH2:9][NH:10][C:11]([CH:13]1[CH2:18][CH2:17][N:16]([C:19]2[CH:24]=[CH:23][C:22](=[O:25])[N:21]([CH3:26])[N:20]=2)[CH2:15][CH2:14]1)=[O:12])(C)(C)C.[ClH:28]. The catalyst is C(O)C. The product is [ClH:28].[NH2:7][CH2:8][CH2:9][NH:10][C:11]([CH:13]1[CH2:18][CH2:17][N:16]([C:19]2[CH:24]=[CH:23][C:22](=[O:25])[N:21]([CH3:26])[N:20]=2)[CH2:15][CH2:14]1)=[O:12]. The yield is 1.00.